Dataset: Forward reaction prediction with 1.9M reactions from USPTO patents (1976-2016). Task: Predict the product of the given reaction. (1) Given the reactants [CH2:1]([O:3][C:4]1[C:5]([OH:13])=[C:6]([CH:9]=[CH:10][C:11]=1[F:12])[CH:7]=[O:8])[CH3:2].N1C=CC=CC=1.[F:20][C:21]([F:34])([F:33])[S:22](O[S:22]([C:21]([F:34])([F:33])[F:20])(=[O:24])=[O:23])(=[O:24])=[O:23], predict the reaction product. The product is: [CH2:1]([O:3][C:4]1[C:11]([F:12])=[CH:10][CH:9]=[C:6]([CH:7]=[O:8])[C:5]=1[O:13][S:22]([C:21]([F:34])([F:33])[F:20])(=[O:24])=[O:23])[CH3:2]. (2) Given the reactants [C:1]([O:5][CH2:6][CH2:7][O:8][CH2:9][CH2:10][OH:11])(=[O:4])[CH:2]=[CH2:3].C(N([CH2:17][CH3:18])CC)C.[C:19](Cl)(=[O:23])[C:20](Cl)=[O:21], predict the reaction product. The product is: [C:1]([O:5][CH2:6][CH2:7][O:8][CH2:9][CH2:10][O:11][C:19](=[O:23])[C:20]([O:11][CH2:10][CH2:9][O:8][CH2:7][CH2:6][O:5][C:1](=[O:4])[CH:17]=[CH2:18])=[O:21])(=[O:4])[CH:2]=[CH2:3].